This data is from Full USPTO retrosynthesis dataset with 1.9M reactions from patents (1976-2016). The task is: Predict the reactants needed to synthesize the given product. (1) Given the product [CH3:2][O:3][C:4]1[CH:5]=[CH:6][C:7]2[N:11]=[C:22]([C:21]3[CH:25]=[CH:26][CH:27]=[C:28]([O:29][CH3:30])[C:20]=3[Br:19])[S:10][C:8]=2[CH:9]=1, predict the reactants needed to synthesize it. The reactants are: Cl.[CH3:2][O:3][C:4]1[CH:5]=[CH:6][C:7]([NH2:11])=[C:8]([SH:10])[CH:9]=1.C(N(CC)CC)C.[Br:19][C:20]1[C:28]([O:29][CH3:30])=[CH:27][CH:26]=[CH:25][C:21]=1[C:22](Cl)=O.[OH-].[Na+]. (2) Given the product [F:32][C:27]1[CH:28]=[CH:29][CH:30]=[CH:31][C:26]=1[N:21]1[C:22]2[C:18](=[C:17]([N:14]3[CH2:13][C@@H:10]4[C@@H:9]([NH:8][CH2:12][CH2:11]4)[C:15]3=[O:16])[CH:25]=[CH:24][CH:23]=2)[CH:19]=[N:20]1, predict the reactants needed to synthesize it. The reactants are: C([N:8]1[CH2:12][CH2:11][C@@H:10]2[CH2:13][N:14]([C:17]3[CH:25]=[CH:24][CH:23]=[C:22]4[C:18]=3[CH:19]=[N:20][N:21]4[C:26]3[CH:31]=[CH:30][CH:29]=[CH:28][C:27]=3[F:32])[C:15](=[O:16])[C@H:9]12)C1C=CC=CC=1.[H][H].